This data is from Full USPTO retrosynthesis dataset with 1.9M reactions from patents (1976-2016). The task is: Predict the reactants needed to synthesize the given product. (1) Given the product [CH2:22]([C:19]1[N:18]=[C:17]([CH2:16][CH2:15][NH2:14])[O:21][N:20]=1)[CH2:23][CH3:24], predict the reactants needed to synthesize it. The reactants are: C(O)(C(F)(F)F)=O.C(OC(=O)[NH:14][CH2:15][CH2:16][C:17]1[O:21][N:20]=[C:19]([CH2:22][CH2:23][CH3:24])[N:18]=1)(C)(C)C. (2) Given the product [OH:29][C:28]1[C:27]2[C:22](=[CH:23][CH:24]=[CH:25][CH:26]=2)[C:21]([CH2:35][CH2:36][CH:37]([CH3:39])[CH3:38])([CH2:30][CH2:31][CH:32]([CH3:34])[CH3:33])[C:20](=[O:40])[C:19]=1[C:14]1[NH:13][C:12]2[CH:41]=[CH:42][C:9]([OH:8])=[CH:10][C:11]=2[S:16](=[O:17])(=[O:18])[N:15]=1, predict the reactants needed to synthesize it. The reactants are: C([O:8][C:9]1[CH:42]=[CH:41][C:12]2[NH:13][C:14]([C:19]3[C:20](=[O:40])[C:21]([CH2:35][CH2:36][CH:37]([CH3:39])[CH3:38])([CH2:30][CH2:31][CH:32]([CH3:34])[CH3:33])[C:22]4[C:27]([C:28]=3[OH:29])=[CH:26][CH:25]=[CH:24][CH:23]=4)=[N:15][S:16](=[O:18])(=[O:17])[C:11]=2[CH:10]=1)C1C=CC=CC=1.C(OC1C=CC2NC(C3C(=O)C(CCC)(CCC)C4C(C=3O)=CC=CC=4)=NS(=O)(=O)C=2C=1)C1C=CC=CC=1. (3) The reactants are: [F:1][C:2](=[CH2:6])[C:3](O)=[O:4].F[P-](F)(F)(F)(F)F.N1(OC(N(C)C)=[N+](C)C)C2C=CC=CC=2N=N1.[Br:31][C:32]1[CH:33]=[C:34]2[C:39](=[CH:40][CH:41]=1)[O:38][CH2:37][C:36]([CH3:43])([CH3:42])[C:35]2([CH:45]=[CH2:46])[NH2:44]. Given the product [Br:31][C:32]1[CH:33]=[C:34]2[C:39](=[CH:40][CH:41]=1)[O:38][CH2:37][C:36]([CH3:42])([CH3:43])[C:35]2([NH:44][C:3](=[O:4])[C:2]([F:1])=[CH2:6])[CH:45]=[CH2:46], predict the reactants needed to synthesize it. (4) Given the product [Br:1][C:2]1[CH:3]=[C:4]([NH:10][C:11]2[CH:12]=[CH:13][C:14]([CH:17]3[CH2:22][CH2:21][NH:20][CH2:19][CH2:18]3)=[CH:15][N:16]=2)[C:5](=[O:9])[N:6]([CH3:8])[CH:7]=1, predict the reactants needed to synthesize it. The reactants are: [Br:1][C:2]1[CH:3]=[C:4]([NH:10][C:11]2[N:16]=[CH:15][C:14]([CH:17]3[CH2:22][CH2:21][N:20](C(OC(C)(C)C)=O)[CH2:19][CH2:18]3)=[CH:13][CH:12]=2)[C:5](=[O:9])[N:6]([CH3:8])[CH:7]=1.FC(F)(F)C(O)=O.